From a dataset of NCI-60 drug combinations with 297,098 pairs across 59 cell lines. Regression. Given two drug SMILES strings and cell line genomic features, predict the synergy score measuring deviation from expected non-interaction effect. (1) Drug 1: CC1=C2C(C(=O)C3(C(CC4C(C3C(C(C2(C)C)(CC1OC(=O)C(C(C5=CC=CC=C5)NC(=O)OC(C)(C)C)O)O)OC(=O)C6=CC=CC=C6)(CO4)OC(=O)C)OC)C)OC. Drug 2: C1CN1P(=S)(N2CC2)N3CC3. Cell line: UACC62. Synergy scores: CSS=40.0, Synergy_ZIP=-1.67, Synergy_Bliss=0.732, Synergy_Loewe=-0.399, Synergy_HSA=5.19. (2) Drug 1: CN1CCC(CC1)COC2=C(C=C3C(=C2)N=CN=C3NC4=C(C=C(C=C4)Br)F)OC. Drug 2: CCN(CC)CCCC(C)NC1=C2C=C(C=CC2=NC3=C1C=CC(=C3)Cl)OC. Cell line: BT-549. Synergy scores: CSS=22.4, Synergy_ZIP=7.11, Synergy_Bliss=10.1, Synergy_Loewe=6.36, Synergy_HSA=8.17. (3) Synergy scores: CSS=72.2, Synergy_ZIP=-2.19, Synergy_Bliss=-0.470, Synergy_Loewe=1.26, Synergy_HSA=3.81. Drug 1: C(CC(=O)O)C(=O)CN.Cl. Drug 2: N.N.Cl[Pt+2]Cl. Cell line: IGROV1.